This data is from Forward reaction prediction with 1.9M reactions from USPTO patents (1976-2016). The task is: Predict the product of the given reaction. (1) Given the reactants [F:1][C:2]([F:17])([F:16])[C:3]1[CH:8]=[CH:7][CH:6]=[CH:5][C:4]=1[NH:9][C:10]([CH:12]1[CH2:15][NH:14][CH2:13]1)=[O:11].[CH:18]1([CH2:21][CH2:22][NH:23][C:24]([C:26]2[N:27]=[N:28][C:29](Cl)=[CH:30][CH:31]=2)=[O:25])[CH2:20][CH2:19]1, predict the reaction product. The product is: [CH:18]1([CH2:21][CH2:22][NH:23][C:24]([C:26]2[N:27]=[N:28][C:29]([N:14]3[CH2:15][CH:12]([C:10](=[O:11])[NH:9][C:4]4[CH:5]=[CH:6][CH:7]=[CH:8][C:3]=4[C:2]([F:1])([F:16])[F:17])[CH2:13]3)=[CH:30][CH:31]=2)=[O:25])[CH2:20][CH2:19]1. (2) Given the reactants [O:1]=[C:2]1[NH:7][CH2:6][CH2:5][N:4]([C:8]([O:10][C:11]([CH3:14])([CH3:13])[CH3:12])=[O:9])[CH2:3]1.[H-].[Na+].Br[CH2:18][CH2:19][CH:20]=[CH2:21], predict the reaction product. The product is: [CH2:21]([N:7]1[CH2:6][CH2:5][N:4]([C:8]([O:10][C:11]([CH3:14])([CH3:13])[CH3:12])=[O:9])[CH2:3][C:2]1=[O:1])[CH2:20][CH:19]=[CH2:18]. (3) Given the reactants Br[C:2]1[C:3]([O:22][CH2:23][C:24]2[CH:29]=[CH:28][CH:27]=[CH:26][N:25]=2)=[N:4][C:5]([C:18]([F:21])([F:20])[F:19])=[C:6]([CH:17]=1)[C:7]([NH:9][CH:10]([CH2:15][OH:16])[CH2:11][CH:12]([CH3:14])[CH3:13])=[O:8].[CH3:30][S:31]([NH:34][C:35]1[CH:40]=[CH:39][C:38](B(O)O)=[CH:37][CH:36]=1)(=[O:33])=[O:32], predict the reaction product. The product is: [OH:16][CH2:15][CH:10]([NH:9][C:7](=[O:8])[C:6]1[CH:17]=[C:2]([C:38]2[CH:37]=[CH:36][C:35]([NH:34][S:31]([CH3:30])(=[O:32])=[O:33])=[CH:40][CH:39]=2)[C:3]([O:22][CH2:23][C:24]2[CH:29]=[CH:28][CH:27]=[CH:26][N:25]=2)=[N:4][C:5]=1[C:18]([F:21])([F:20])[F:19])[CH2:11][CH:12]([CH3:14])[CH3:13]. (4) Given the reactants Cl[C:2]1[CH:3]=[CH:4][C:5]2[CH2:11][CH2:10][CH2:9][CH2:8][N:7]([C:12]([O:14][C:15]([CH3:18])([CH3:17])[CH3:16])=[O:13])[C:6]=2[N:19]=1.[Cl:20][C:21]1[CH:22]=[C:23](B(O)O)[CH:24]=[CH:25][CH:26]=1.C([O-])([O-])=O.[Cs+].[Cs+], predict the reaction product. The product is: [Cl:20][C:21]1[CH:26]=[C:25]([C:2]2[CH:3]=[CH:4][C:5]3[CH2:11][CH2:10][CH2:9][CH2:8][N:7]([C:12]([O:14][C:15]([CH3:18])([CH3:17])[CH3:16])=[O:13])[C:6]=3[N:19]=2)[CH:24]=[CH:23][CH:22]=1. (5) Given the reactants [CH3:1][C:2]1[CH:3]=[C:4]2[C:8](=[CH:9][CH:10]=1)[C:7](=[O:11])[O:6][C:5]2=O.O.[NH2:14][NH2:15], predict the reaction product. The product is: [CH3:1][C:2]1[CH:3]=[C:4]2[C:8](=[CH:9][CH:10]=1)[C:7](=[O:11])[NH:15][NH:14][C:5]2=[O:6]. (6) Given the reactants [Cl:1][C:2]1[C:3]([C:22]2[CH:27]=[CH:26][CH:25]=[C:24]([NH:28][CH2:29][C:30]3[CH:35]=[CH:34][CH:33]=[C:32]([F:36])[CH:31]=3)[N:23]=2)=[CH:4][C:5]([NH:8][CH:9]2[CH2:14][CH2:13][N:12](C(OC(C)(C)C)=O)[CH2:11][CH2:10]2)=[N:6][CH:7]=1.Cl.O1CCOCC1, predict the reaction product. The product is: [Cl:1][C:2]1[C:3]([C:22]2[CH:27]=[CH:26][CH:25]=[C:24]([NH:28][CH2:29][C:30]3[CH:35]=[CH:34][CH:33]=[C:32]([F:36])[CH:31]=3)[N:23]=2)=[CH:4][C:5]([NH:8][CH:9]2[CH2:10][CH2:11][NH:12][CH2:13][CH2:14]2)=[N:6][CH:7]=1. (7) Given the reactants [C:1]([C:3]1([NH:6][C:7]([C@@H:9]2[CH2:13][C@@H:12]([S:14]([C:17]3[CH:22]=[CH:21][C:20](F)=[CH:19][C:18]=3[Cl:24])(=[O:16])=[O:15])[CH2:11][C@H:10]2[C:25]([N:27]2[CH2:30][C:29]([F:32])([F:31])[CH2:28]2)=[O:26])=[O:8])[CH2:5][CH2:4]1)#[N:2].[CH3:33][O:34][CH2:35][CH2:36][OH:37], predict the reaction product. The product is: [C:1]([C:3]1([NH:6][C:7]([C@@H:9]2[CH2:13][C@@H:12]([S:14]([C:17]3[CH:22]=[CH:21][C:20]([O:37][CH2:36][CH2:35][O:34][CH3:33])=[CH:19][C:18]=3[Cl:24])(=[O:16])=[O:15])[CH2:11][C@H:10]2[C:25]([N:27]2[CH2:28][C:29]([F:32])([F:31])[CH2:30]2)=[O:26])=[O:8])[CH2:5][CH2:4]1)#[N:2]. (8) Given the reactants [CH3:1][N:2]([CH3:29])[S:3]([N:6]1[C:10]2[C:11]3[O:15][CH:14]=[N:13][C:12]=3[C:16]([F:19])=[C:17]([F:18])[C:9]=2[N:8]([C:20]2[CH:25]=[CH:24][C:23]([Br:26])=[CH:22][C:21]=2[F:27])C1=O)(=[O:5])=[O:4].[K].FC1C2N=COC=2C(NS(C2CC2)(=O)=O)=C(NC2C=CC(I)=CC=2F)C=1F, predict the reaction product. The product is: [F:19][C:16]1[C:12]2[N:13]=[CH:14][O:15][C:11]=2[C:10]([NH:6][S:3](=[O:5])(=[O:4])[N:2]([CH3:29])[CH3:1])=[C:9]([NH:8][C:20]2[CH:25]=[CH:24][C:23]([Br:26])=[CH:22][C:21]=2[F:27])[C:17]=1[F:18]. (9) Given the reactants [CH2:1]([NH:5][NH:6][C:7]([C@@H:9]1[CH2:13][C@@H:12]([S:14][CH2:15][C:16]2[CH:21]=[CH:20][C:19]([O:22][CH3:23])=[CH:18][CH:17]=2)[CH2:11][N:10]1[S:24]([C:27]1[CH:36]=[CH:35][C:34]2[C:29](=[CH:30][CH:31]=[CH:32][CH:33]=2)[CH:28]=1)(=[O:26])=[O:25])=[O:8])[CH:2]([CH3:4])[CH3:3].C(N(C(C)C)C(C)C)C.[C:46]1([CH3:56])[CH:51]=[CH:50][C:49]([S:52](Cl)(=[O:54])=[O:53])=[CH:48][CH:47]=1.CNCC(O[K])=O.OS([O-])(=O)=O.[K+], predict the reaction product. The product is: [CH2:1]([N:5]([S:52]([C:49]1[CH:50]=[CH:51][C:46]([CH3:56])=[CH:47][CH:48]=1)(=[O:54])=[O:53])[NH:6][C:7]([C@@H:9]1[CH2:13][C@@H:12]([S:14][CH2:15][C:16]2[CH:17]=[CH:18][C:19]([O:22][CH3:23])=[CH:20][CH:21]=2)[CH2:11][N:10]1[S:24]([C:27]1[CH:36]=[CH:35][C:34]2[C:29](=[CH:30][CH:31]=[CH:32][CH:33]=2)[CH:28]=1)(=[O:26])=[O:25])=[O:8])[CH:2]([CH3:4])[CH3:3].